This data is from Forward reaction prediction with 1.9M reactions from USPTO patents (1976-2016). The task is: Predict the product of the given reaction. (1) Given the reactants C([N:8](C(OCC1C=CC=CC=1)=O)[C@H:9]1[CH2:14][CH2:13][N:12]([C:15]2[C:16]([F:25])=[C:17]([CH:22]=[CH:23][CH:24]=2)[C:18]([O:20][CH3:21])=[O:19])[CH2:11][C@H:10]1[O:26][CH3:27])C1C=CC=CC=1, predict the reaction product. The product is: [CH:18]([O-:20])=[O:19].[NH4+:8].[NH2:8][C@H:9]1[CH2:14][CH2:13][N:12]([C:15]2[C:16]([F:25])=[C:17]([CH:22]=[CH:23][CH:24]=2)[C:18]([O:20][CH3:21])=[O:19])[CH2:11][C@H:10]1[O:26][CH3:27]. (2) Given the reactants C(OC(=O)[NH:7][C:8]1[N:9]([CH3:26])[C:10](=[O:25])[C:11]([CH3:24])([CH3:23])[C@:12]([C:15]2[CH:20]=[C:19]([NH2:21])[CH:18]=[CH:17][C:16]=2[F:22])([CH3:14])[N:13]=1)(C)(C)C.[F:28][C:29]([F:37])([C:33]([F:36])([F:35])[F:34])[C:30](O)=[O:31], predict the reaction product. The product is: [NH2:7][C:8]1[N:9]([CH3:26])[C:10](=[O:25])[C:11]([CH3:24])([CH3:23])[C@:12]([C:15]2[CH:20]=[C:19]([NH:21][C:30](=[O:31])[C:29]([F:37])([F:28])[C:33]([F:36])([F:35])[F:34])[CH:18]=[CH:17][C:16]=2[F:22])([CH3:14])[N:13]=1. (3) Given the reactants [C:1]([O:7][CH3:8])(=[O:6])[CH2:2][C:3]([CH3:5])=O.[NH:9]1[CH2:13][CH2:12][CH2:11][CH2:10]1, predict the reaction product. The product is: [NH:9]1[CH2:13][CH2:12][CH2:11][CH:10]1[C:3]([CH3:5])=[CH:2][C:1]([O:7][CH3:8])=[O:6].